Dataset: Catalyst prediction with 721,799 reactions and 888 catalyst types from USPTO. Task: Predict which catalyst facilitates the given reaction. Reactant: [NH2:1][C:2]1[N:6]([C:7]2[CH:12]=[N:11][CH:10]=[CH:9][N:8]=2)[NH:5][C:4](=[O:13])[C:3]=1[CH3:14].C([O-])([O-])=O.[K+].[K+].Br[CH2:22][CH3:23].O. Product: [CH2:22]([O:13][C:4]1[C:3]([CH3:14])=[C:2]([NH2:1])[N:6]([C:7]2[CH:12]=[N:11][CH:10]=[CH:9][N:8]=2)[N:5]=1)[CH3:23]. The catalyst class is: 3.